From a dataset of Reaction yield outcomes from USPTO patents with 853,638 reactions. Predict the reaction yield, written as a fraction of the theoretical maximum amount of product (1.0 means a 100% yield; for example, 0.34 means a 34% yield). (1) The reactants are O=[C:2]1[C:11]2[C:6](=[CH:7][CH:8]=[CH:9][CH:10]=2)[O:5][C:4]([C:12]([OH:14])=[O:13])=[CH:3]1. The catalyst is CC(O)=O.[Pd]. The product is [O:5]1[C:6]2[C:11](=[CH:10][CH:9]=[CH:8][CH:7]=2)[CH2:2][CH2:3][CH:4]1[C:12]([OH:14])=[O:13]. The yield is 0.720. (2) The reactants are [CH3:1][O:2][C:3]1[CH:4]=[C:5]([CH:7]=[CH:8][CH:9]=1)[NH2:6].[N:10]([O-])=O.[Na+].C([O-])(=O)C.[Na+].[C:19]([CH2:22][C:23](=[O:25])[CH3:24])(=[O:21])[CH3:20]. The catalyst is C(O)(=O)C.Cl.O.C(O)C. The product is [CH3:1][O:2][C:3]1[CH:4]=[C:5]([NH:6][N:10]=[C:22]([C:23](=[O:25])[CH3:24])[C:19](=[O:21])[CH3:20])[CH:7]=[CH:8][CH:9]=1. The yield is 0.440. (3) The reactants are C([O-])([O-])=O.[Cs+].[Cs+].[CH3:7][N:8]1[C:12](S(C)(=O)=O)=[N:11][N:10]=[C:9]1[C:17]1[CH:18]=NC=[CH:21][CH:22]=1.[Cl:23][C:24]1[CH:25]=[C:26]([N:30]2[N:34]=[C:33]([CH:35]([OH:37])[CH3:36])[CH:32]=[N:31]2)[CH:27]=[CH:28][CH:29]=1.[CH3:38][N:39](C=O)C. The catalyst is [Cl-].[Na+].O. The product is [Cl:23][C:24]1[CH:25]=[C:26]([N:30]2[N:34]=[C:33]([CH:35]([O:37][C:12]3[N:8]([CH3:7])[C:9]([C:17]4[CH:22]=[CH:21][N:39]=[CH:38][CH:18]=4)=[N:10][N:11]=3)[CH3:36])[CH:32]=[N:31]2)[CH:27]=[CH:28][CH:29]=1. The yield is 0.170. (4) The reactants are [C:1]([C:5]1[CH:6]=[C:7]([C:15]2[CH:23]=[CH:22][CH:21]=[C:20]3[C:16]=2[CH:17]=[CH:18][CH2:19]3)[CH:8]=[C:9]([C:11]([CH3:14])([CH3:13])[CH3:12])[CH:10]=1)([CH3:4])([CH3:3])[CH3:2].CS(C)=O.[Br:28]N1C(=O)CCC1=O.C1(C)C=CC(S(O)(=O)=O)=CC=1. The catalyst is O. The product is [Br:28][C:18]1[CH2:19][C:20]2[C:16]([CH:17]=1)=[C:15]([C:7]1[CH:8]=[C:9]([C:11]([CH3:14])([CH3:13])[CH3:12])[CH:10]=[C:5]([C:1]([CH3:2])([CH3:3])[CH3:4])[CH:6]=1)[CH:23]=[CH:22][CH:21]=2. The yield is 0.660. (5) The yield is 0.620. The catalyst is C1(SC2C=CC=CC=2)C=CC=CC=1. The reactants are S(Cl)(Cl)(=O)=O.[F:6][CH:7]([F:16])[O:8][C:9]1[CH:14]=[CH:13][CH:12]=[CH:11][C:10]=1[OH:15].[Cl-:17].[Al+3].[Cl-].[Cl-]. The product is [Cl:17][C:13]1[CH:12]=[CH:11][C:10]([OH:15])=[C:9]([O:8][CH:7]([F:16])[F:6])[CH:14]=1.